From a dataset of Full USPTO retrosynthesis dataset with 1.9M reactions from patents (1976-2016). Predict the reactants needed to synthesize the given product. (1) Given the product [CH3:1][O:2][C:3]1[C:8]2[N:9]=[C:10]([NH:12][C:13]3[CH:18]=[CH:17][CH:16]=[CH:15][C:14]=3[CH3:19])[O:11][C:7]=2[CH:6]=[C:5]([CH2:20][C:21]([NH:23][C:24]2[CH:25]=[CH:26][C:27]([CH:30]([CH3:37])[CH2:31][C:32]([OH:34])=[O:33])=[CH:28][CH:29]=2)=[O:22])[CH:4]=1, predict the reactants needed to synthesize it. The reactants are: [CH3:1][O:2][C:3]1[C:8]2[N:9]=[C:10]([NH:12][C:13]3[CH:18]=[CH:17][CH:16]=[CH:15][C:14]=3[CH3:19])[O:11][C:7]=2[CH:6]=[C:5]([CH2:20][C:21]([NH:23][C:24]2[CH:29]=[CH:28][C:27]([C@H:30]([CH3:37])[CH2:31][C:32]([O:34]CC)=[O:33])=[CH:26][CH:25]=2)=[O:22])[CH:4]=1.[OH-].[Li+].Cl. (2) Given the product [Br:10][C:6]1[CH:5]=[C:4]([C:11]([N:13]2[CH2:18][CH2:17][O:16][C:15]3[N:19]=[CH:20][C:21]([CH3:23])=[CH:22][C:14]2=3)=[O:12])[CH:3]=[C:2]([Br:1])[C:7]=1[OH:8], predict the reactants needed to synthesize it. The reactants are: [Br:1][C:2]1[CH:3]=[C:4]([C:11]([N:13]2[CH2:18][CH2:17][O:16][C:15]3[N:19]=[CH:20][C:21]([CH3:23])=[CH:22][C:14]2=3)=[O:12])[CH:5]=[C:6]([Br:10])[C:7]=1[O:8]C.[Br-].[Li+].N1CCNCC1.C(=O)([O-])O.[Na+].Cl. (3) The reactants are: [Cl:1][C:2]1[CH:7]=[CH:6][C:5]([NH:8][C:9](=[O:19])[CH2:10][C:11]2[CH:16]=[CH:15][C:14]([OH:17])=[C:13]([CH3:18])[CH:12]=2)=[CH:4][C:3]=1[C:20]([F:23])([F:22])[F:21].CC(C)([O-])C.[K+].[CH3:30][NH:31][C:32]([C:34]1[CH:39]=[C:38](Cl)[CH:37]=[CH:36][N:35]=1)=[O:33].C(=O)([O-])[O-].[K+].[K+]. Given the product [CH3:30][NH:31][C:32]([C:34]1[CH:39]=[C:38]([O:17][C:14]2[CH:15]=[CH:16][C:11]([CH2:10][C:9](=[O:19])[NH:8][C:5]3[CH:6]=[CH:7][C:2]([Cl:1])=[C:3]([C:20]([F:21])([F:22])[F:23])[CH:4]=3)=[CH:12][C:13]=2[CH3:18])[CH:37]=[CH:36][N:35]=1)=[O:33], predict the reactants needed to synthesize it. (4) Given the product [F:24][C:23]1[CH:22]=[CH:21][C:4]([O:5][C:6]2[N:11]=[C:10]3[S:12][C:13]([NH:15][C:16]([CH:18]4[CH2:20][CH2:19]4)=[O:17])=[N:14][C:9]3=[CH:8][CH:7]=2)=[CH:3][C:2]=1[NH:1][C:26](=[O:27])[NH:25][C:28]1[CH:33]=[CH:32][C:31]([O:34][C:35]([F:36])([F:38])[F:37])=[CH:30][CH:29]=1, predict the reactants needed to synthesize it. The reactants are: [NH2:1][C:2]1[CH:3]=[C:4]([CH:21]=[CH:22][C:23]=1[F:24])[O:5][C:6]1[N:11]=[C:10]2[S:12][C:13]([NH:15][C:16]([CH:18]3[CH2:20][CH2:19]3)=[O:17])=[N:14][C:9]2=[CH:8][CH:7]=1.[N:25]([C:28]1[CH:33]=[CH:32][C:31]([O:34][C:35]([F:38])([F:37])[F:36])=[CH:30][CH:29]=1)=[C:26]=[O:27].